From a dataset of Reaction yield outcomes from USPTO patents with 853,638 reactions. Predict the reaction yield, written as a fraction of the theoretical maximum amount of product (1.0 means a 100% yield; for example, 0.34 means a 34% yield). (1) The reactants are [OH:1][CH:2]1[CH2:7][CH2:6][N:5]([C:8](=[O:19])[CH2:9][O:10][C:11]2[C:12](=[O:18])[N:13]([CH3:17])[N:14]=[CH:15][CH:16]=2)[CH2:4][CH2:3]1.[F:20][C:21]([F:31])([F:30])[O:22][C:23]1[CH:28]=[CH:27][CH:26]=[CH:25][C:24]=1O. No catalyst specified. The product is [CH3:17][N:13]1[C:12](=[O:18])[C:11]([O:10][CH2:9][C:8](=[O:19])[N:5]2[CH2:4][CH2:3][CH:2]([O:1][C:24]3[CH:25]=[CH:26][CH:27]=[CH:28][C:23]=3[O:22][C:21]([F:20])([F:31])[F:30])[CH2:7][CH2:6]2)=[CH:16][CH:15]=[N:14]1. The yield is 0.200. (2) The reactants are I[C:2]1[CH:7]=[CH:6][C:5]([CH2:8][C:9]([NH:11][C@@H:12]([C:14]2[CH:19]=[CH:18][C:17]([O:20][CH2:21][C:22]([F:25])([F:24])[F:23])=[CH:16][N:15]=2)[CH3:13])=[O:10])=[CH:4][CH:3]=1.[CH3:26][N:27]1[C:31](B2OC(C)(C)C(C)(C)O2)=[CH:30][CH:29]=[N:28]1.[O-]P([O-])([O-])=O.[K+].[K+].[K+]. The catalyst is C1C=CC(/C=C/C(/C=C/C2C=CC=CC=2)=O)=CC=1.C1C=CC(/C=C/C(/C=C/C2C=CC=CC=2)=O)=CC=1.C1C=CC(/C=C/C(/C=C/C2C=CC=CC=2)=O)=CC=1.[Pd].[Pd].C1(P(C2CCCCC2)C2CCCCC2)CCCCC1.O1CCOCC1. The product is [CH3:26][N:27]1[C:31]([C:2]2[CH:7]=[CH:6][C:5]([CH2:8][C:9]([NH:11][C@@H:12]([C:14]3[CH:19]=[CH:18][C:17]([O:20][CH2:21][C:22]([F:25])([F:24])[F:23])=[CH:16][N:15]=3)[CH3:13])=[O:10])=[CH:4][CH:3]=2)=[CH:30][CH:29]=[N:28]1. The yield is 0.600. (3) The reactants are Br[C:2]1[CH:7]=[CH:6][C:5]([S:8]([NH:11][CH3:12])(=[O:10])=[O:9])=[CH:4][CH:3]=1.[B:13](OC(C)C)([O:18]C(C)C)[O:14]C(C)C.[Li]CCCC.Cl. The catalyst is C1COCC1. The product is [CH3:12][NH:11][S:8]([C:5]1[CH:6]=[CH:7][C:2]([B:13]([OH:18])[OH:14])=[CH:3][CH:4]=1)(=[O:10])=[O:9]. The yield is 0.960. (4) The reactants are C(NC(C)C)(C)C.[Li]CCCC.[Br:13][C:14]1[CH:19]=[N:18][CH:17]=[CH:16][N:15]=1.[F:20][C:21]1[C:26]([F:27])=[CH:25][CH:24]=[CH:23][C:22]=1[C@H:28]([CH2:37][CH2:38][CH:39]=[CH2:40])/[CH:29]=[N:30]/[S@@:31]([C:33]([CH3:36])([CH3:35])[CH3:34])=[O:32]. The catalyst is O1CCCC1.C(OCC)(=O)C.CCCCCC. The product is [Br:13][C:14]1[C:19]([C@@H:29]([NH:30][S@@:31]([C:33]([CH3:36])([CH3:35])[CH3:34])=[O:32])[C@H:28]([C:22]2[CH:23]=[CH:24][CH:25]=[C:26]([F:27])[C:21]=2[F:20])[CH2:37][CH2:38][CH:39]=[CH2:40])=[N:18][CH:17]=[CH:16][N:15]=1. The yield is 0.620. (5) The reactants are [CH3:1][O:2][C:3]1[CH:8]=[CH:7][C:6]([C:9]2[C:14]([C:15]3[CH:20]=[CH:19][C:18]([O:21][CH3:22])=[CH:17][CH:16]=3)=[N:13][N:12]([CH2:23][CH2:24]O)[C:11](=[O:26])[CH:10]=2)=[CH:5][CH:4]=1.C1(C)C=CC(S(Cl)(=O)=O)=CC=1.[NH:38]1[CH2:43][CH2:42][CH2:41][CH2:40][CH2:39]1. No catalyst specified. The product is [CH3:1][O:2][C:3]1[CH:8]=[CH:7][C:6]([C:9]2[C:14]([C:15]3[CH:16]=[CH:17][C:18]([O:21][CH3:22])=[CH:19][CH:20]=3)=[N:13][N:12]([CH2:23][CH2:24][N:38]3[CH2:43][CH2:42][CH2:41][CH2:40][CH2:39]3)[C:11](=[O:26])[CH:10]=2)=[CH:5][CH:4]=1. The yield is 0.381. (6) The reactants are C([O:5][C:6](=[O:26])[CH2:7][NH:8][C:9]1[CH:10]=[N:11][C:12]([O:15][C:16](=[O:25])[N:17]([CH3:24])[C:18]2[CH:23]=[CH:22][CH:21]=[CH:20][CH:19]=2)=[CH:13][CH:14]=1)(C)(C)C.C(OCC)(=O)C. The catalyst is FC(F)(F)C(O)=O.ClCCl. The product is [CH3:24][N:17]([C:18]1[CH:23]=[CH:22][CH:21]=[CH:20][CH:19]=1)[C:16]([O:15][C:12]1[N:11]=[CH:10][C:9]([NH:8][CH2:7][C:6]([OH:26])=[O:5])=[CH:14][CH:13]=1)=[O:25]. The yield is 0.820. (7) The reactants are [F:1][C:2]1[CH:7]=[CH:6][CH:5]=[C:4]([O:8][CH3:9])[C:3]=1[OH:10].F[C:12]1[CH:19]=[CH:18][C:15]([CH:16]=[O:17])=[CH:14][C:13]=1[N+:20]([O-:22])=[O:21].[CH:23]([C:25]1[CH:26]=[CH:27][C:28]([O:32][C:33]2[C:38]([O:39][CH3:40])=[CH:37][CH:36]=[CH:35][C:34]=2[F:41])=[C:29]([CH:31]=1)[NH2:30])=[O:24].[NH2:42][C:43]1[S:44][CH:45]=[CH:46][N:47]=1. No catalyst specified. The product is [F:1][C:2]1[CH:7]=[CH:6][CH:5]=[C:4]([O:8][CH3:9])[C:3]=1[O:10][C:12]1[CH:19]=[CH:18][C:15]([CH:16]=[O:17])=[CH:14][C:13]=1[N+:20]([O-:22])=[O:21].[F:41][C:34]1[CH:35]=[CH:36][CH:37]=[C:38]([O:39][CH3:40])[C:33]=1[O:32][C:28]1[CH:27]=[CH:26][C:25]([CH:23]=[O:24])=[CH:31][C:29]=1[NH:30][C:3]([NH:42][C:43]1[S:44][CH:45]=[CH:46][N:47]=1)=[O:10]. The yield is 0.700.